From a dataset of Full USPTO retrosynthesis dataset with 1.9M reactions from patents (1976-2016). Predict the reactants needed to synthesize the given product. (1) Given the product [F:1][C:2]1[C:7]([O:8][CH3:9])=[CH:6][C:5]([O:10][CH3:11])=[C:4]([F:12])[C:3]=1[C:13]1[N:18]=[CH:17][C:16]2[C:19]([C:31]3[CH:32]=[C:33]4[C:37](=[CH:38][C:30]=3[F:29])[C:36](=[O:39])[N:35]([CH:40]([CH3:42])[CH3:41])[CH2:34]4)=[N:20][NH:21][C:15]=2[CH:14]=1, predict the reactants needed to synthesize it. The reactants are: [F:1][C:2]1[C:7]([O:8][CH3:9])=[CH:6][C:5]([O:10][CH3:11])=[C:4]([F:12])[C:3]=1[C:13]1[N:18]=[CH:17][C:16]2[C:19](I)=[N:20][N:21](C3CCCCO3)[C:15]=2[CH:14]=1.[F:29][C:30]1[CH:38]=[C:37]2[C:33]([CH2:34][N:35]([CH:40]([CH3:42])[CH3:41])[C:36]2=[O:39])=[CH:32][C:31]=1B(O)O. (2) Given the product [NH2:1][C:2]1[N:3]([CH3:22])[C:4](=[O:21])[C@:5]2([N:20]=1)[C:14]1[CH:13]=[C:12]([C:26]3[CH:27]=[N:28][CH:29]=[C:24]([Cl:23])[CH:25]=3)[CH:11]=[CH:10][C:9]=1[O:8][C@H:7]1[CH2:16][CH2:17][CH2:18][O:19][C@:6]21[CH3:34], predict the reactants needed to synthesize it. The reactants are: [NH2:1][C:2]1[N:3]([CH3:22])[C:4](=[O:21])[C@:5]2([N:20]=1)[C:14]1[CH:13]=[C:12](Br)[CH:11]=[CH:10][C:9]=1[O:8][C@H:7]1[CH2:16][CH2:17][CH2:18][O:19][C@H:6]21.[Cl:23][C:24]1[CH:25]=[C:26](B(O)O)[CH:27]=[N:28][CH:29]=1.F[C:34]1C(B(O)O)=CC=CN=1.